Task: Predict the product of the given reaction.. Dataset: Forward reaction prediction with 1.9M reactions from USPTO patents (1976-2016) Given the reactants [N:1]1[CH:6]=[CH:5][C:4]([CH2:7][CH2:8][CH2:9][OH:10])=[CH:3][CH:2]=1.[H][H].O.CO, predict the reaction product. The product is: [NH:1]1[CH2:6][CH2:5][CH:4]([CH2:7][CH2:8][CH2:9][OH:10])[CH2:3][CH2:2]1.